From a dataset of Peptide-MHC class I binding affinity with 185,985 pairs from IEDB/IMGT. Regression. Given a peptide amino acid sequence and an MHC pseudo amino acid sequence, predict their binding affinity value. This is MHC class I binding data. (1) The peptide sequence is KLGEGFKSL. The MHC is HLA-B18:01 with pseudo-sequence HLA-B18:01. The binding affinity (normalized) is 0.0847. (2) The peptide sequence is AEALGPFQ. The MHC is H-2-Db with pseudo-sequence H-2-Db. The binding affinity (normalized) is 0. (3) The MHC is HLA-A02:12 with pseudo-sequence HLA-A02:12. The binding affinity (normalized) is 0.0847. The peptide sequence is IHDFVDKTL. (4) The peptide sequence is FSLPFPFLYKFLL. The MHC is HLA-B07:02 with pseudo-sequence HLA-B07:02. The binding affinity (normalized) is 0.00143. (5) The peptide sequence is FLLQNEFRI. The MHC is H-2-Kb with pseudo-sequence H-2-Kb. The binding affinity (normalized) is 0.740.